Dataset: NCI-60 drug combinations with 297,098 pairs across 59 cell lines. Task: Regression. Given two drug SMILES strings and cell line genomic features, predict the synergy score measuring deviation from expected non-interaction effect. (1) Drug 1: C1=NNC2=C1C(=O)NC=N2. Drug 2: C1CCC(C(C1)N)N.C(=O)(C(=O)[O-])[O-].[Pt+4]. Cell line: MALME-3M. Synergy scores: CSS=15.1, Synergy_ZIP=-4.60, Synergy_Bliss=-0.447, Synergy_Loewe=-6.23, Synergy_HSA=-1.16. (2) Drug 1: C1CC(=O)NC(=O)C1N2CC3=C(C2=O)C=CC=C3N. Drug 2: N.N.Cl[Pt+2]Cl. Cell line: HCT116. Synergy scores: CSS=-0.667, Synergy_ZIP=-0.586, Synergy_Bliss=-0.716, Synergy_Loewe=-3.31, Synergy_HSA=-3.06. (3) Drug 1: CC1OCC2C(O1)C(C(C(O2)OC3C4COC(=O)C4C(C5=CC6=C(C=C35)OCO6)C7=CC(=C(C(=C7)OC)O)OC)O)O. Drug 2: CCC1=C2CN3C(=CC4=C(C3=O)COC(=O)C4(CC)O)C2=NC5=C1C=C(C=C5)O. Cell line: T-47D. Synergy scores: CSS=40.8, Synergy_ZIP=-8.86, Synergy_Bliss=-6.12, Synergy_Loewe=-3.19, Synergy_HSA=-0.888. (4) Drug 1: CCCS(=O)(=O)NC1=C(C(=C(C=C1)F)C(=O)C2=CNC3=C2C=C(C=N3)C4=CC=C(C=C4)Cl)F. Drug 2: CS(=O)(=O)C1=CC(=C(C=C1)C(=O)NC2=CC(=C(C=C2)Cl)C3=CC=CC=N3)Cl. Cell line: SNB-75. Synergy scores: CSS=-0.677, Synergy_ZIP=1.67, Synergy_Bliss=4.25, Synergy_Loewe=2.17, Synergy_HSA=1.72. (5) Drug 1: CN(C)C1=NC(=NC(=N1)N(C)C)N(C)C. Drug 2: CNC(=O)C1=NC=CC(=C1)OC2=CC=C(C=C2)NC(=O)NC3=CC(=C(C=C3)Cl)C(F)(F)F. Cell line: SF-295. Synergy scores: CSS=29.0, Synergy_ZIP=-0.499, Synergy_Bliss=-0.465, Synergy_Loewe=-4.62, Synergy_HSA=1.34. (6) Drug 1: C1=NC2=C(N1)C(=S)N=CN2. Drug 2: C1C(C(OC1N2C=NC(=NC2=O)N)CO)O. Cell line: MCF7. Synergy scores: CSS=24.3, Synergy_ZIP=-6.61, Synergy_Bliss=-2.48, Synergy_Loewe=-8.40, Synergy_HSA=0.249.